Dataset: Catalyst prediction with 721,799 reactions and 888 catalyst types from USPTO. Task: Predict which catalyst facilitates the given reaction. (1) The catalyst class is: 3. Reactant: Cl[C:2]1[N:7]=[C:6]([Cl:8])[N:5]=[C:4]2[N:9]([CH2:12][CH2:13][N:14]3[CH2:19][CH2:18][O:17][CH2:16][CH2:15]3)[N:10]=[CH:11][C:3]=12.[CH3:20][C:21]1[NH:25][N:24]=[C:23]([NH2:26])[CH:22]=1.CCN(C(C)C)C(C)C.CC(O)=O. Product: [Cl:8][C:6]1[N:5]=[C:4]2[N:9]([CH2:12][CH2:13][N:14]3[CH2:19][CH2:18][O:17][CH2:16][CH2:15]3)[N:10]=[CH:11][C:3]2=[C:2]([NH:26][C:23]2[CH:22]=[C:21]([CH3:20])[NH:25][N:24]=2)[N:7]=1. (2) Reactant: [Cl:1][C:2]1[N:7]=[C:6]([NH:8][CH2:9][C:10]([OH:13])([CH3:12])[CH3:11])[C:5]([C:14]([OH:16])=O)=[CH:4][N:3]=1.C(N(CC)CC)C.N1C(F)=NC(F)=NC=1[F:26]. Product: [Cl:1][C:2]1[N:7]=[C:6]([NH:8][CH2:9][C:10]([OH:13])([CH3:12])[CH3:11])[C:5]([C:14]([F:26])=[O:16])=[CH:4][N:3]=1. The catalyst class is: 4. (3) Reactant: [C:1]([C:4]1[CH:5]=[CH:6][C:7]([OH:13])=[C:8]([CH:12]=1)[C:9]([OH:11])=[O:10])(=[O:3])[CH3:2].FC(F)(F)C(O[C:19](=O)[C:20](F)(F)F)=O.F[C:28](F)(F)C(O)=O. Product: [C:1]([C:4]1[CH:5]=[CH:6][C:7]2[O:13][C:19]([CH3:20])([CH3:28])[O:10][C:9](=[O:11])[C:8]=2[CH:12]=1)(=[O:3])[CH3:2]. The catalyst class is: 21. (4) Reactant: [CH2:1]([O:3][C:4]([N:6]1[CH2:11][CH2:10][C:9](=[O:12])[CH2:8][CH2:7]1)=[O:5])[CH3:2].B(F)(F)F.O(CC)CC.[N+](=[CH:24][C:25]([O:27][CH2:28][CH3:29])=[O:26])=[N-]. Product: [CH2:1]([O:3][C:4]([N:6]1[CH2:7][CH2:8][C:9](=[O:12])[CH:24]([C:25]([O:27][CH2:28][CH3:29])=[O:26])[CH2:10][CH2:11]1)=[O:5])[CH3:2]. The catalyst class is: 28.